Dataset: Peptide-MHC class II binding affinity with 134,281 pairs from IEDB. Task: Regression. Given a peptide amino acid sequence and an MHC pseudo amino acid sequence, predict their binding affinity value. This is MHC class II binding data. (1) The peptide sequence is AGILARNLVPMVATV. The binding affinity (normalized) is 0.340. The MHC is DRB4_0101 with pseudo-sequence DRB4_0103. (2) The peptide sequence is ENVIDVKLVDANGKL. The MHC is DRB1_0802 with pseudo-sequence DRB1_0802. The binding affinity (normalized) is 0.487. (3) The peptide sequence is YIHCFRKPHDEKGFK. The MHC is DRB1_0101 with pseudo-sequence DRB1_0101. The binding affinity (normalized) is 0.156. (4) The peptide sequence is AFQGLFGGLNWITKV. The MHC is DRB1_0101 with pseudo-sequence DRB1_0101. The binding affinity (normalized) is 0.409.